Dataset: Full USPTO retrosynthesis dataset with 1.9M reactions from patents (1976-2016). Task: Predict the reactants needed to synthesize the given product. (1) Given the product [C:9]([O:13][C:14]([NH:16][C@@H:17]1[CH2:22][CH2:21][CH2:20][N:19]([C:23]2[C:35]([CH2:36][C:37]3[CH:42]=[CH:41][CH:40]=[CH:39][C:38]=3[Cl:43])=[C:26]3[C:47](=[O:48])[N:46]([CH3:49])[C:45]([C:3]([O:4][CH3:1])=[O:6])=[CH:30][N:25]3[N:24]=2)[CH2:18]1)=[O:15])([CH3:10])([CH3:11])[CH3:12], predict the reactants needed to synthesize it. The reactants are: [CH3:1]I.[C:3](=[O:6])([O-])[O-:4].[K+].[K+].[C:9]([O:13][C:14]([NH:16][C@@H:17]1[CH2:22][CH2:21][CH2:20][N:19]([C:23]2[C:35]([CH2:36][C:37]3[CH:42]=[CH:41][CH:40]=[CH:39][C:38]=3[Cl:43])=[C:26]3C(=O)NC(C(O)=O)=[CH:30][N:25]3[N:24]=2)[CH2:18]1)=[O:15])([CH3:12])([CH3:11])[CH3:10].O.[CH3:45][N:46]([CH3:49])[CH:47]=[O:48]. (2) Given the product [CH:4]([C:8]1[C:9]([NH:19][CH2:20][C:21]([F:24])([F:23])[F:22])=[N:10][C:11]([NH:2][NH2:3])=[N:12][C:13]=1[Cl:14])([CH2:6][CH3:7])[CH3:5], predict the reactants needed to synthesize it. The reactants are: O.[NH2:2][NH2:3].[CH:4]([C:8]1[C:9]([NH:19][CH2:20][C:21]([F:24])([F:23])[F:22])=[N:10][C:11](S(C)(=O)=O)=[N:12][C:13]=1[Cl:14])([CH2:6][CH3:7])[CH3:5]. (3) Given the product [N:31]1[NH:30][N:29]=[N:28][C:32]=1[CH:33]1[CH2:38][CH2:37][N:36]([CH2:24][C:7]2[CH:6]=[CH:5][C:4]3[C:9](=[CH:10][CH:11]=[C:12]([O:13][C@H:14]4[CH2:19][CH2:18][C@@H:17]([C:20]([F:21])([F:22])[F:23])[CH2:16][CH2:15]4)[C:3]=3[C:2]([F:1])([F:27])[F:26])[CH:8]=2)[CH2:35][CH2:34]1, predict the reactants needed to synthesize it. The reactants are: [F:1][C:2]([F:27])([F:26])[C:3]1[C:12]([O:13][CH:14]2[CH2:19][CH2:18][CH:17]([C:20]([F:23])([F:22])[F:21])[CH2:16][CH2:15]2)=[CH:11][CH:10]=[C:9]2[C:4]=1[CH:5]=[CH:6][C:7]([CH:24]=O)=[CH:8]2.[N:28]1[NH:29][N:30]=[N:31][C:32]=1[CH:33]1[CH2:38][CH2:37][NH:36][CH2:35][CH2:34]1.C([BH3-])#N.[Na+]. (4) Given the product [F:1][CH2:40][CH2:41][CH2:42][CH2:43][CH2:44][C:45]1[CH:50]=[CH:49][C:48]([CH2:51][CH2:52][C:53]2[C:62]([CH3:63])=[C:61]([OH:64])[C:60]3[C:55](=[CH:56][CH:57]=[CH:58][CH:59]=3)[N:54]=2)=[CH:47][CH:46]=1, predict the reactants needed to synthesize it. The reactants are: [F-:1].[K+].C1N2CCOCCOCCN(CCOCCOCC2)CCOCCOC1.S(O[CH2:40][CH2:41][CH2:42][CH2:43][CH2:44][C:45]1[CH:50]=[CH:49][C:48]([CH2:51][CH2:52][C:53]2[C:62]([CH3:63])=[C:61]([OH:64])[C:60]3[C:55](=[CH:56][CH:57]=[CH:58][CH:59]=3)[N:54]=2)=[CH:47][CH:46]=1)(C1C=CC(C)=CC=1)(=O)=O. (5) Given the product [C:12]([C:10]1[C:9]([OH:16])=[C:4]([C:3]([CH3:18])=[C:2]([NH:24][C:23]2[CH:25]=[CH:26][C:20]([Cl:19])=[CH:21][CH:22]=2)[CH:11]=1)[C:5]([OH:7])=[O:6])([CH3:15])([CH3:14])[CH3:13], predict the reactants needed to synthesize it. The reactants are: Br[C:2]1[C:3]([CH3:18])=[C:4]([C:9]([O:16]C)=[C:10]([C:12]([CH3:15])([CH3:14])[CH3:13])[CH:11]=1)[C:5]([O:7]C)=[O:6].[Cl:19][C:20]1[CH:26]=[CH:25][C:23]([NH2:24])=[CH:22][CH:21]=1. (6) The reactants are: [N:1]1[C:2]([C:10]2[CH:17]=[CH:16][C:13]([CH:14]=[O:15])=[CH:12][CH:11]=2)=[CH:3][N:4]2[CH:9]=[CH:8][CH:7]=[CH:6][C:5]=12.C1(P(C2C=CC=CC=2)C2C=CC=CC=2)C=CC=CC=1.C(N(CC)CC)C.Br[C:45]1[CH:50]=[CH:49][N:48]=[CH:47][CH:46]=1. Given the product [N:48]1[CH:49]=[CH:50][C:45]([C:3]2[N:4]3[CH:9]=[CH:8][CH:7]=[CH:6][C:5]3=[N:1][C:2]=2[C:10]2[CH:17]=[CH:16][C:13]([CH:14]=[O:15])=[CH:12][CH:11]=2)=[CH:46][CH:47]=1, predict the reactants needed to synthesize it. (7) Given the product [NH2:2][CH2:1][CH2:3][N:4]1[CH2:9][CH2:8][N:7]([C:10]([O:12][C:13]([CH3:15])([CH3:14])[CH3:16])=[O:11])[CH2:6][C:5]1=[O:17], predict the reactants needed to synthesize it. The reactants are: [C:1]([CH2:3][N:4]1[CH2:9][CH2:8][N:7]([C:10]([O:12][C:13]([CH3:16])([CH3:15])[CH3:14])=[O:11])[CH2:6][C:5]1=[O:17])#[N:2].